From a dataset of Forward reaction prediction with 1.9M reactions from USPTO patents (1976-2016). Predict the product of the given reaction. (1) Given the reactants [CH3:1][O:2][C:3]1[CH:13]=[CH:12][C:11]([N+:14]([O-])=O)=[CH:10][C:4]=1[C:5]([O:7][CH2:8][CH3:9])=[O:6].[H][H], predict the reaction product. The product is: [NH2:14][C:11]1[CH:12]=[CH:13][C:3]([O:2][CH3:1])=[C:4]([CH:10]=1)[C:5]([O:7][CH2:8][CH3:9])=[O:6]. (2) Given the reactants [CH3:1][N:2]([CH3:7])[CH2:3][C:4](O)=[O:5].C1CN([P+](ON2N=NC3C=CC=CC2=3)(N2CCCC2)N2CCCC2)CC1.F[P-](F)(F)(F)(F)F.CCN(C(C)C)C(C)C.[NH2:50][C:51]1[CH:52]=[C:53]([C:57]2[N:66]=[C:65]([NH:67][C:68]3[CH:69]=[C:70]4[C:74](=[CH:75][CH:76]=3)[N:73]([C:77]([O:79][C:80]([CH3:83])([CH3:82])[CH3:81])=[O:78])[N:72]=[CH:71]4)[C:64]3[C:59](=[CH:60][CH:61]=[CH:62][CH:63]=3)[N:58]=2)[CH:54]=[CH:55][CH:56]=1, predict the reaction product. The product is: [CH3:1][N:2]([CH3:7])[CH2:3][C:4]([NH:50][C:51]1[CH:52]=[C:53]([C:57]2[N:66]=[C:65]([NH:67][C:68]3[CH:69]=[C:70]4[C:74](=[CH:75][CH:76]=3)[N:73]([C:77]([O:79][C:80]([CH3:83])([CH3:82])[CH3:81])=[O:78])[N:72]=[CH:71]4)[C:64]3[C:59](=[CH:60][CH:61]=[CH:62][CH:63]=3)[N:58]=2)[CH:54]=[CH:55][CH:56]=1)=[O:5]. (3) Given the reactants [F:1][C:2]1[CH:7]=[CH:6][C:5]([NH:8][C:9]([C:11]2([C:14]([OH:16])=O)[CH2:13][CH2:12]2)=[O:10])=[CH:4][CH:3]=1.[CH3:17][O:18][C:19]1[CH:41]=[CH:40][C:22]([CH2:23][NH:24][C:25]2[CH:30]=[C:29]([O:31][C:32]3[CH:37]=[CH:36][C:35](N)=[C:34]([F:39])[CH:33]=3)[CH:28]=[CH:27][N:26]=2)=[CH:21][CH:20]=1.C[N:43](C(ON1N=NC2C=CC=CC1=2)=[N+](C)C)C.[B-](F)(F)(F)F.CCN(C(C)C)C(C)C, predict the reaction product. The product is: [CH3:17][O:18][C:19]1[CH:20]=[CH:21][C:22]([CH2:23][NH:24][C:25]2[CH:30]=[C:29]([O:31][C:32]3[CH:37]=[CH:36][C:35]([N:8]([C:5]4[CH:4]=[CH:3][C:2]([F:1])=[CH:7][CH:6]=4)[C:9]([C:11]4([C:14]([NH2:43])=[O:16])[CH2:12][CH2:13]4)=[O:10])=[C:34]([F:39])[CH:33]=3)[CH:28]=[CH:27][N:26]=2)=[CH:40][CH:41]=1. (4) Given the reactants [C:1](O)(=[O:3])[CH3:2].CCN=C=NCCCN(C)C.C1C=CC2N(O)N=NC=2C=1.[NH2:26][CH:27]1[CH2:32][CH2:31][N:30]([C:33](=[O:56])[C@@H:34]([NH:43][C:44]([C:46]2[NH:55][C:49]3=[CH:50][N:51]=[C:52]([Cl:54])[CH:53]=[C:48]3[CH:47]=2)=[O:45])[CH2:35][C:36]2[CH:41]=[CH:40][C:39]([F:42])=[CH:38][CH:37]=2)[CH2:29][CH2:28]1.CCN(C(C)C)C(C)C, predict the reaction product. The product is: [C:1]([NH:26][CH:27]1[CH2:28][CH2:29][N:30]([C:33](=[O:56])[C@@H:34]([NH:43][C:44]([C:46]2[NH:55][C:49]3=[CH:50][N:51]=[C:52]([Cl:54])[CH:53]=[C:48]3[CH:47]=2)=[O:45])[CH2:35][C:36]2[CH:41]=[CH:40][C:39]([F:42])=[CH:38][CH:37]=2)[CH2:31][CH2:32]1)(=[O:3])[CH3:2].